From a dataset of Forward reaction prediction with 1.9M reactions from USPTO patents (1976-2016). Predict the product of the given reaction. Given the reactants [Cl:1][C:2]1[CH:3]=[C:4]([C:12]2[O:16][N:15]=[C:14]([C:17]3[C:27]4[O:26][CH2:25][CH2:24][N:23]([CH3:28])[CH:22]([CH2:29][C:30]([O:32]CC)=[O:31])[C:21]=4[CH:20]=[CH:19][CH:18]=3)[N:13]=2)[CH:5]=[CH:6][C:7]=1[O:8][CH:9]([CH3:11])[CH3:10].[OH-].[Na+], predict the reaction product. The product is: [Cl:1][C:2]1[CH:3]=[C:4]([C:12]2[O:16][N:15]=[C:14]([C:17]3[C:27]4[O:26][CH2:25][CH2:24][N:23]([CH3:28])[CH:22]([CH2:29][C:30]([OH:32])=[O:31])[C:21]=4[CH:20]=[CH:19][CH:18]=3)[N:13]=2)[CH:5]=[CH:6][C:7]=1[O:8][CH:9]([CH3:11])[CH3:10].